From a dataset of Full USPTO retrosynthesis dataset with 1.9M reactions from patents (1976-2016). Predict the reactants needed to synthesize the given product. Given the product [Cl:1][C:2]1[N:3]=[C:4]([N:11]2[CH2:12][CH2:13][O:14][CH2:15][CH2:16]2)[C:5]2[S:10][C:9]([C:26]([OH:27])([CH3:28])[CH3:25])=[N:8][C:6]=2[N:7]=1, predict the reactants needed to synthesize it. The reactants are: [Cl:1][C:2]1[N:3]=[C:4]([N:11]2[CH2:16][CH2:15][O:14][CH2:13][CH2:12]2)[C:5]2[S:10][CH:9]=[N:8][C:6]=2[N:7]=1.C([N-]C(C)C)(C)C.[Li+].[CH3:25][C:26]([CH3:28])=[O:27].C(Cl)Cl.